From a dataset of Reaction yield outcomes from USPTO patents with 853,638 reactions. Predict the reaction yield, written as a fraction of the theoretical maximum amount of product (1.0 means a 100% yield; for example, 0.34 means a 34% yield). (1) The yield is 1.00. The reactants are [C:1]([C:4]1[CH:9]=[CH:8][C:7]([Cl:10])=[CH:6][C:5]=1/[CH:11]=[CH:12]/[C:13]([O:15]C(C)(C)C)=[O:14])(=[O:3])[CH3:2]. The catalyst is C(O)(C(F)(F)F)=O.C(Cl)Cl. The product is [C:1]([C:4]1[CH:9]=[CH:8][C:7]([Cl:10])=[CH:6][C:5]=1/[CH:11]=[CH:12]/[C:13]([OH:15])=[O:14])(=[O:3])[CH3:2]. (2) The reactants are FC(F)(F)S([C:6]1[CH2:15][CH2:14][C:13]2[CH:12]=[C:11]([C:16]([O:18][CH3:19])=[O:17])[CH:10]=[CH:9][C:8]=2[CH:7]=1)(=O)=O.C(=O)([O-])[O-].[Na+].[Na+].[Cl-].[Li+].[CH3:30][O:31][C:32]1[CH:37]=[CH:36][C:35](B(O)O)=[CH:34][CH:33]=1. The catalyst is C(COC)OC.O.C1C=CC([P]([Pd]([P](C2C=CC=CC=2)(C2C=CC=CC=2)C2C=CC=CC=2)([P](C2C=CC=CC=2)(C2C=CC=CC=2)C2C=CC=CC=2)[P](C2C=CC=CC=2)(C2C=CC=CC=2)C2C=CC=CC=2)(C2C=CC=CC=2)C2C=CC=CC=2)=CC=1. The product is [CH3:30][O:31][C:32]1[CH:37]=[CH:36][C:35]([C:6]2[CH2:15][CH2:14][C:13]3[CH:12]=[C:11]([C:16]([O:18][CH3:19])=[O:17])[CH:10]=[CH:9][C:8]=3[CH:7]=2)=[CH:34][CH:33]=1. The yield is 0.420. (3) The reactants are [Br:1][C:2]1[C:3]([C:10](OCC)=[O:11])=[N:4][N:5]([CH:7]([F:9])[F:8])[CH:6]=1.[BH4-].[Na+]. The catalyst is CO. The product is [Br:1][C:2]1[C:3]([CH2:10][OH:11])=[N:4][N:5]([CH:7]([F:8])[F:9])[CH:6]=1. The yield is 0.950. (4) The reactants are [F:1][C:2]1[CH:3]=[C:4]([CH:31]=[CH:32][C:33]=1[NH:34][C:35]([C:37]1([C:40](=[O:48])[NH:41][C:42]2[CH:47]=[CH:46][CH:45]=[CH:44][CH:43]=2)[CH2:39][CH2:38]1)=[O:36])[O:5][C:6]1[CH:11]=[CH:10][N:9]=[C:8]([N:12](C(OC2C=CC=CC=2)=O)C(=O)OC2C=CC=CC=2)[CH:7]=1.[CH2:49]([N:51]1[CH2:56][CH2:55]C(NC)[CH2:53][CH2:52]1)[CH3:50].[CH3:59][N:60]([CH3:63])[CH:61]=[O:62]. No catalyst specified. The product is [CH2:49]([N:51]1[CH2:56][CH2:55][CH:59]([N:60]([CH3:63])[C:61]([NH:12][C:8]2[CH:7]=[C:6]([O:5][C:4]3[CH:31]=[CH:32][C:33]([NH:34][C:35]([C:37]4([C:40]([NH:41][C:42]5[CH:47]=[CH:46][CH:45]=[CH:44][CH:43]=5)=[O:48])[CH2:39][CH2:38]4)=[O:36])=[C:2]([F:1])[CH:3]=3)[CH:11]=[CH:10][N:9]=2)=[O:62])[CH2:53][CH2:52]1)[CH3:50]. The yield is 0.580. (5) The reactants are [C:1](=[O:19])([O:17][CH3:18])[O:2][C:3]1[C:8]([N+:9]([O-])=O)=[CH:7][C:6]([F:12])=[CH:5][C:4]=1[C:13]([CH3:16])([CH3:15])[CH3:14].C([O-])=O.[NH4+]. The catalyst is CCO.[Pd]. The product is [C:1](=[O:19])([O:17][CH3:18])[O:2][C:3]1[C:8]([NH2:9])=[CH:7][C:6]([F:12])=[CH:5][C:4]=1[C:13]([CH3:14])([CH3:15])[CH3:16]. The yield is 0.270. (6) The product is [Cl:1][C:2]1[N:7]=[C:6]([NH:8][C:9](=[O:16])[C:10]2[CH:11]=[CH:12][CH:13]=[CH:14][CH:15]=2)[CH:5]=[C:4]([C:17]2[C:25]3[C:20](=[N:21][CH:22]=[CH:23][N:24]=3)[NH:19][CH:18]=2)[CH:3]=1. The yield is 0.320. The reactants are [Cl:1][C:2]1[N:7]=[C:6]([NH:8][C:9](=[O:16])[C:10]2[CH:15]=[CH:14][CH:13]=[CH:12][CH:11]=2)[CH:5]=[C:4]([C:17]2[C:25]3[C:20](=[N:21][CH:22]=[CH:23][N:24]=3)[N:19](S(C3C=CC=CC=3)(=O)=O)[CH:18]=2)[CH:3]=1.[OH-].[Na+].CO. The catalyst is O1CCOCC1. (7) The reactants are [NH:1]1[C:9]2[C:4](=[CH:5][CH:6]=[CH:7][CH:8]=2)[C:3](/[CH:10]=[C:11]2\[O:12][C:13]3[C:20]([CH2:21][CH2:22][CH2:23][CH:24]4[CH2:29][CH2:28][N:27](C(OC(C)(C)C)=O)[CH2:26][CH2:25]4)=[C:19]([O:37][CH3:38])[CH:18]=[CH:17][C:14]=3[C:15]\2=[O:16])=[N:2]1.Cl.CCOCC. The catalyst is C(Cl)Cl.O1CCOCC1. The product is [NH:1]1[C:9]2[C:4](=[CH:5][CH:6]=[CH:7][CH:8]=2)[C:3](/[CH:10]=[C:11]2\[O:12][C:13]3[C:20]([CH2:21][CH2:22][CH2:23][CH:24]4[CH2:29][CH2:28][NH:27][CH2:26][CH2:25]4)=[C:19]([O:37][CH3:38])[CH:18]=[CH:17][C:14]=3[C:15]\2=[O:16])=[N:2]1. The yield is 0.880. (8) The reactants are [CH3:1][O:2][CH2:3][CH2:4][O:5][CH2:6][CH2:7][O:8][CH2:9][CH2:10][OH:11].[C:12]1([CH3:22])[CH:17]=[CH:16][C:15]([S:18](Cl)(=[O:20])=[O:19])=[CH:14][CH:13]=1.C(N(CC)CC)C. The catalyst is ClCCl. The product is [CH3:1][O:2][CH2:3][CH2:4][O:5][CH2:6][CH2:7][O:8][CH2:9][CH2:10][O:11][S:18]([C:15]1[CH:16]=[CH:17][C:12]([CH3:22])=[CH:13][CH:14]=1)(=[O:20])=[O:19]. The yield is 0.880. (9) The reactants are Cl[CH2:2][CH2:3][C@H:4]([C:15]1[CH:20]=[CH:19][CH:18]=[CH:17][CH:16]=1)[O:5][C:6]1[CH:11]=[CH:10][N:9]=[C:8]2[CH:12]=[CH:13][S:14][C:7]=12.[Na+].[I-:22]. The catalyst is CC(C)=O. The product is [I:22][CH2:2][CH2:3][C@H:4]([C:15]1[CH:20]=[CH:19][CH:18]=[CH:17][CH:16]=1)[O:5][C:6]1[CH:11]=[CH:10][N:9]=[C:8]2[CH:12]=[CH:13][S:14][C:7]=12. The yield is 0.870. (10) The reactants are [CH3:1][O:2][C:3]1[C:8]([C:9]2[C:22]3[C:17](=[CH:18][C:19]([O:25][CH2:26][CH3:27])=[C:20]([O:23][CH3:24])[CH:21]=3)[C@@H:16]3[C@@H:11]([CH2:12][CH2:13][C@@H:14]([OH:28])[CH2:15]3)[N:10]=2)=[CH:7][CH:6]=[C:5]([O:29][CH3:30])[N:4]=1.[CH2:31]([S:37]([OH:40])(=[O:39])=[O:38])[CH2:32][S:33]([OH:36])(=[O:35])=[O:34]. The catalyst is O1CCCC1. The product is [CH2:31]([S:37]([OH:40])(=[O:39])=[O:38])[CH2:32][S:33]([OH:36])(=[O:35])=[O:34].[CH3:1][O:2][C:3]1[C:8]([C:9]2[C:22]3[C:17](=[CH:18][C:19]([O:25][CH2:26][CH3:27])=[C:20]([O:23][CH3:24])[CH:21]=3)[C@@H:16]3[C@@H:11]([CH2:12][CH2:13][C@@H:14]([OH:28])[CH2:15]3)[N:10]=2)=[CH:7][CH:6]=[C:5]([O:29][CH3:30])[N:4]=1. The yield is 0.770.